This data is from NCI-60 drug combinations with 297,098 pairs across 59 cell lines. The task is: Regression. Given two drug SMILES strings and cell line genomic features, predict the synergy score measuring deviation from expected non-interaction effect. (1) Drug 1: C1=NC2=C(N1)C(=S)N=C(N2)N. Drug 2: B(C(CC(C)C)NC(=O)C(CC1=CC=CC=C1)NC(=O)C2=NC=CN=C2)(O)O. Cell line: MOLT-4. Synergy scores: CSS=47.2, Synergy_ZIP=-4.15, Synergy_Bliss=-7.17, Synergy_Loewe=-3.86, Synergy_HSA=-3.48. (2) Drug 1: CC1=C(C(CCC1)(C)C)C=CC(=CC=CC(=CC(=O)O)C)C. Drug 2: CC1CCC2CC(C(=CC=CC=CC(CC(C(=O)C(C(C(=CC(C(=O)CC(OC(=O)C3CCCCN3C(=O)C(=O)C1(O2)O)C(C)CC4CCC(C(C4)OC)OCCO)C)C)O)OC)C)C)C)OC. Cell line: T-47D. Synergy scores: CSS=31.4, Synergy_ZIP=-7.69, Synergy_Bliss=-5.02, Synergy_Loewe=-0.296, Synergy_HSA=0.326. (3) Drug 1: COC1=CC(=CC(=C1O)OC)C2C3C(COC3=O)C(C4=CC5=C(C=C24)OCO5)OC6C(C(C7C(O6)COC(O7)C8=CC=CS8)O)O. Drug 2: C1=NC(=NC(=O)N1C2C(C(C(O2)CO)O)O)N. Cell line: IGROV1. Synergy scores: CSS=34.8, Synergy_ZIP=2.95, Synergy_Bliss=3.37, Synergy_Loewe=-3.21, Synergy_HSA=3.74.